From a dataset of Forward reaction prediction with 1.9M reactions from USPTO patents (1976-2016). Predict the product of the given reaction. (1) Given the reactants [C:1]([O:5][C:6](=[O:41])[CH2:7][O:8][C:9]1[CH:18]=[CH:17][C:16]([Cl:19])=[C:15]2[C:10]=1[C:11]([CH3:40])=[C:12]([CH2:24][C:25]1[CH:30]=[CH:29][C:28](B3OC(C)(C)C(C)(C)O3)=[CH:27][CH:26]=1)[C:13]([O:20][CH:21]([F:23])[F:22])=[N:14]2)([CH3:4])([CH3:3])[CH3:2].[Cl:42][C:43]1[CH:44]=[N:45][NH:46][CH:47]=1, predict the reaction product. The product is: [C:1]([O:5][C:6](=[O:41])[CH2:7][O:8][C:9]1[CH:18]=[CH:17][C:16]([Cl:19])=[C:15]2[C:10]=1[C:11]([CH3:40])=[C:12]([CH2:24][C:25]1[CH:26]=[CH:27][C:28]([N:45]3[CH:44]=[C:43]([Cl:42])[CH:47]=[N:46]3)=[CH:29][CH:30]=1)[C:13]([O:20][CH:21]([F:23])[F:22])=[N:14]2)([CH3:2])([CH3:3])[CH3:4]. (2) Given the reactants N[C:2]1[CH:3]=[CH:4][C:5]2[N:10]([C:11]3[CH:16]=[CH:15][C:14]([C:17]([F:20])([F:19])[F:18])=[CH:13][C:12]=3[O:21][CH3:22])[C:9](=[O:23])[CH2:8][O:7][C:6]=2[CH:24]=1.[ClH:25].C(O)(=O)C.N([O-])=O.[Na+].O.[N-]=[N+]=[N-].[S:38](=[O:40])=[O:39], predict the reaction product. The product is: [CH3:22][O:21][C:12]1[CH:13]=[C:14]([C:17]([F:20])([F:19])[F:18])[CH:15]=[CH:16][C:11]=1[N:10]1[C:9](=[O:23])[CH2:8][O:7][C:6]2[CH:24]=[C:2]([S:38]([Cl:25])(=[O:40])=[O:39])[CH:3]=[CH:4][C:5]1=2. (3) Given the reactants [O:1]=[C:2]1[C:10]2[C:5](=[CH:6][CH:7]=[CH:8][CH:9]=2)[C:4](=[O:11])[N:3]1/[CH:12]=[CH:13]/[C:14]1[C:15]([C:24]([O:26][CH3:27])=[O:25])=[CH:16][C:17]([O:20][CH:21]([CH3:23])[CH3:22])=[N:18][CH:19]=1, predict the reaction product. The product is: [O:11]=[C:4]1[C:5]2[C:10](=[CH:9][CH:8]=[CH:7][CH:6]=2)[C:2](=[O:1])[N:3]1[CH2:12][CH2:13][C:14]1[C:15]([C:24]([O:26][CH3:27])=[O:25])=[CH:16][C:17]([O:20][CH:21]([CH3:23])[CH3:22])=[N:18][CH:19]=1. (4) Given the reactants Cl.[F:2][C:3]([F:34])([F:33])[C:4]1[CH:5]=[C:6]([CH:26]=[C:27]([C:29]([F:32])([F:31])[F:30])[CH:28]=1)[CH2:7][N:8]([CH3:25])[C:9]([C@@H:11]1[CH2:16][CH2:15][NH:14][CH2:13][C@H:12]1[C:17]1[CH:22]=[CH:21][C:20]([F:23])=[CH:19][C:18]=1[CH3:24])=[O:10].[Cl:35][CH2:36][CH2:37][NH:38][C:39](=[O:41])[CH3:40].C([O-])([O-])=O.[K+].[K+].[Na+].[I-].Cl.C(OCC)(=O)C, predict the reaction product. The product is: [ClH:35].[C:39]([NH:38][CH2:37][CH2:36][N:14]1[CH2:15][CH2:16][C@@H:11]([C:9]([N:8]([CH2:7][C:6]2[CH:26]=[C:27]([C:29]([F:30])([F:31])[F:32])[CH:28]=[C:4]([C:3]([F:2])([F:33])[F:34])[CH:5]=2)[CH3:25])=[O:10])[C@H:12]([C:17]2[CH:22]=[CH:21][C:20]([F:23])=[CH:19][C:18]=2[CH3:24])[CH2:13]1)(=[O:41])[CH3:40]. (5) Given the reactants Cl.[NH2:2][C:3]1([CH2:8]Cl)[CH2:7][CH2:6][CH2:5][CH2:4]1.[CH3:10][C:11]1[CH:12]=[C:13]([N:20]=[C:21]=[S:22])[CH:14]=[CH:15][C:16]=1[N+:17]([O-:19])=[O:18], predict the reaction product. The product is: [CH3:10][C:11]1[CH:12]=[C:13]([N:20]=[C:21]2[S:22][CH2:8][C:3]3([CH2:7][CH2:6][CH2:5][CH2:4]3)[NH:2]2)[CH:14]=[CH:15][C:16]=1[N+:17]([O-:19])=[O:18]. (6) The product is: [C:14]([O:13][C@H:11]([C:10]#[C:9]/[CH:8]=[CH:7]/[C:1]1[CH:6]=[CH:5][CH:4]=[CH:3][CH:2]=1)[CH3:12])(=[O:16])[CH3:15]. Given the reactants [C:1]1(/[CH:7]=[CH:8]/[C:9]#[C:10][C@@H:11]([OH:13])[CH3:12])[CH:6]=[CH:5][CH:4]=[CH:3][CH:2]=1.[C:14](OC(=O)C)(=[O:16])[CH3:15], predict the reaction product.